This data is from Full USPTO retrosynthesis dataset with 1.9M reactions from patents (1976-2016). The task is: Predict the reactants needed to synthesize the given product. (1) Given the product [CH3:30][N:31]1[CH:35]=[C:34]([C:2]2[N:3]=[C:4]([C:20]3[CH:25]=[CH:24][N:23]=[C:22]([NH:26][C:27](=[O:29])[CH3:28])[CH:21]=3)[S:5][C:6]=2[C:7]2[N:8]([CH2:12][O:13][CH2:14][CH2:15][Si:16]([CH3:19])([CH3:18])[CH3:17])[CH:9]=[CH:10][N:11]=2)[C:33]([C:45]([F:48])([F:47])[F:46])=[N:32]1, predict the reactants needed to synthesize it. The reactants are: Br[C:2]1[N:3]=[C:4]([C:20]2[CH:25]=[CH:24][N:23]=[C:22]([NH:26][C:27](=[O:29])[CH3:28])[CH:21]=2)[S:5][C:6]=1[C:7]1[N:8]([CH2:12][O:13][CH2:14][CH2:15][Si:16]([CH3:19])([CH3:18])[CH3:17])[CH:9]=[CH:10][N:11]=1.[CH3:30][N:31]1[CH:35]=[C:34](B2OC(C)(C)C(C)(C)O2)[C:33]([C:45]([F:48])([F:47])[F:46])=[N:32]1.C(=O)([O-])[O-].[Na+].[Na+].O. (2) Given the product [C:1]([O:7][CH2:8][N:9]1[C:13]2[N:14]=[CH:15][N:16]=[C:17]([C:33]3[CH:32]=[N:31][N:30]([CH:28]([O:27][CH2:25][CH3:26])[CH3:29])[CH:34]=3)[C:12]=2[CH:11]=[CH:10]1)(=[O:6])[C:2]([CH3:5])([CH3:4])[CH3:3], predict the reactants needed to synthesize it. The reactants are: [C:1]([O:7][CH2:8][N:9]1[C:13]2[N:14]=[CH:15][N:16]=[C:17](Cl)[C:12]=2[CH:11]=[CH:10]1)(=[O:6])[C:2]([CH3:5])([CH3:4])[CH3:3].O1CCOCC1.[CH2:25]([O:27][CH:28]([N:30]1[CH:34]=[C:33](B2OC(C)(C)C(C)(C)O2)[CH:32]=[N:31]1)[CH3:29])[CH3:26].O.C(=O)([O-])[O-].[K+].[K+]. (3) Given the product [CH:26]1([CH2:31][CH:32]([C:46]2[CH:47]=[CH:48][C:49]([S:52]([CH3:55])(=[O:54])=[O:53])=[CH:50][CH:51]=2)[C:33]([NH:35][C:36]2[S:37][C:38]([S:41]([CH2:42][C:43]([OH:45])=[O:44])(=[O:2])=[O:1])=[CH:39][N:40]=2)=[O:34])[CH2:30][CH2:29][CH2:28][CH2:27]1, predict the reactants needed to synthesize it. The reactants are: [OH2:1].[O-2:2].[O-2].[O-2].O=[Si]=O.O=[Si]=O.O=[Si]=O.O=[Si]=O.[Al+3].[Al+3].O.OOS([O-])=O.[K+].[CH:26]1([CH2:31][CH:32]([C:46]2[CH:51]=[CH:50][C:49]([S:52]([CH3:55])(=[O:54])=[O:53])=[CH:48][CH:47]=2)[C:33]([NH:35][C:36]2[S:37][C:38]([S:41][CH2:42][C:43]([OH:45])=[O:44])=[CH:39][N:40]=2)=[O:34])[CH2:30][CH2:29][CH2:28][CH2:27]1. (4) Given the product [CH3:18][C:19]1[CH:26]=[C:25]([C:2]2[N:6]=[CH:5][N:4]([C:7]3[CH:12]=[CH:11][C:10]([O:13][C:14]([F:17])([F:16])[F:15])=[CH:9][CH:8]=3)[N:3]=2)[CH:24]=[CH:23][C:20]=1[CH:21]=[O:22], predict the reactants needed to synthesize it. The reactants are: Br[C:2]1[N:6]=[CH:5][N:4]([C:7]2[CH:12]=[CH:11][C:10]([O:13][C:14]([F:17])([F:16])[F:15])=[CH:9][CH:8]=2)[N:3]=1.[CH3:18][C:19]1[CH:26]=[C:25](B2OC(C)(C)C(C)(C)O2)[CH:24]=[CH:23][C:20]=1[CH:21]=[O:22].C(=O)(O)[O-].[Na+].O1CCOCC1.